Dataset: Peptide-MHC class II binding affinity with 134,281 pairs from IEDB. Task: Regression. Given a peptide amino acid sequence and an MHC pseudo amino acid sequence, predict their binding affinity value. This is MHC class II binding data. (1) The peptide sequence is FEIKCTKPEACSGEPVVVHI. The MHC is DRB1_1101 with pseudo-sequence DRB1_1101. The binding affinity (normalized) is 0.260. (2) The peptide sequence is INEPTAAAIAHGLDR. The MHC is HLA-DQA10102-DQB10602 with pseudo-sequence HLA-DQA10102-DQB10602. The binding affinity (normalized) is 0.666. (3) The peptide sequence is MGVSDVPRDLEVVAA. The MHC is HLA-DQA10401-DQB10402 with pseudo-sequence HLA-DQA10401-DQB10402. The binding affinity (normalized) is 0.349. (4) The peptide sequence is STAIHADQLTPAWRI. The MHC is DRB1_0101 with pseudo-sequence DRB1_0101. The binding affinity (normalized) is 0.650. (5) The binding affinity (normalized) is 0.243. The MHC is DRB3_0101 with pseudo-sequence DRB3_0101. The peptide sequence is SPLTASKLTYENVKM.